From a dataset of Forward reaction prediction with 1.9M reactions from USPTO patents (1976-2016). Predict the product of the given reaction. (1) Given the reactants [Cl:1][C:2]1[CH:3]=[C:4]([OH:11])[C:5](=[CH:9][CH:10]=1)[C:6]([OH:8])=[O:7].Cl.CN(C)[CH2:15][CH2:16]CN=C=N.O.ON1C2C=CC=CC=2N=N1.C(O)C, predict the reaction product. The product is: [Cl:1][C:2]1[CH:3]=[C:4]([OH:11])[C:5](=[CH:9][CH:10]=1)[C:6]([O:8][CH2:15][CH3:16])=[O:7]. (2) Given the reactants [C:1]([O:5][C:6]([N:8]1[CH2:13][CH2:12][CH2:11][C@H:10]2[CH2:14][N:15]([C:17]3[C:26]([O:27][CH3:28])=[C:25]4[C:20]([C:21](=[O:35])[C:22]([C:32]([OH:34])=[O:33])=[CH:23][N:24]4[CH:29]4[CH2:31][CH2:30]4)=[CH:19][C:18]=3[F:36])[CH2:16][C@@H:9]12)=[O:7])([CH3:4])([CH3:3])[CH3:2].C([O-])([O-])=O.[K+].[K+].[CH2:43](Br)[CH:44]=[CH2:45], predict the reaction product. The product is: [C:1]([O:5][C:6]([N:8]1[CH2:13][CH2:12][CH2:11][C@H:10]2[CH2:14][N:15]([C:17]3[C:26]([O:27][CH3:28])=[C:25]4[C:20]([C:21](=[O:35])[C:22]([C:32]([O:34][CH2:45][CH:44]=[CH2:43])=[O:33])=[CH:23][N:24]4[CH:29]4[CH2:31][CH2:30]4)=[CH:19][C:18]=3[F:36])[CH2:16][C@@H:9]12)=[O:7])([CH3:4])([CH3:2])[CH3:3].